Dataset: Catalyst prediction with 721,799 reactions and 888 catalyst types from USPTO. Task: Predict which catalyst facilitates the given reaction. (1) Reactant: [C:1]([O:5][C:6]([N:8]1[C:16]2[C:11](=[CH:12][CH:13]=[CH:14][CH:15]=2)[C:10]([C@H:17]2[C@H:21]([C:22]([O:24][CH2:25][CH3:26])=[O:23])[CH2:20][N:19](CC3C=CC=CC=3)[CH2:18]2)=[CH:9]1)=[O:7])([CH3:4])([CH3:3])[CH3:2].ClC(OC(Cl)C)=O. Product: [C:1]([O:5][C:6]([N:8]1[C:16]2[C:11](=[CH:12][CH:13]=[CH:14][CH:15]=2)[C:10]([C@H:17]2[C@H:21]([C:22]([O:24][CH2:25][CH3:26])=[O:23])[CH2:20][NH:19][CH2:18]2)=[CH:9]1)=[O:7])([CH3:4])([CH3:3])[CH3:2]. The catalyst class is: 4. (2) Reactant: [OH:1][C:2]1[N:9]=[CH:8][CH:7]=[CH:6][C:3]=1[C:4]#[N:5].[I:10]I.C(=O)([O-])[O-].[K+].[K+].Cl[CH2:19][O:20][CH2:21][CH2:22][Si:23]([CH3:26])([CH3:25])[CH3:24].[OH-].[K+]. Product: [I:10][C:7]1[CH:6]=[C:3]([C:4]#[N:5])[C:2](=[O:1])[N:9]([CH2:19][O:20][CH2:21][CH2:22][Si:23]([CH3:26])([CH3:25])[CH3:24])[CH:8]=1. The catalyst class is: 827. (3) Reactant: [Br:1][C:2]1[CH:7]=[CH:6][C:5](/[CH:8]=[CH:9]/[N+:10]([O-:12])=[O:11])=[CH:4][CH:3]=1.[CH2:13]=O.[NH:15]([CH2:17]C(O)=O)[CH3:16].O. Product: [Br:1][C:2]1[CH:3]=[CH:4][C:5]([C@H:8]2[C@H:9]([N+:10]([O-:12])=[O:11])[CH2:13][N:15]([CH3:17])[CH2:16]2)=[CH:6][CH:7]=1. The catalyst class is: 11. (4) Reactant: C(N(C(C)C)CC)(C)C.CCN=C=NCCCN(C)C.Cl.Cl.C1C=CC2N(O)N=NC=2C=1.[CH3:33][O:34][C:35]1[CH:40]=[C:39]([CH3:41])[C:38]([S:42]([N:45]2[CH2:50][CH2:49][CH2:48][CH2:47][C@H:46]2[CH2:51][O:52][CH2:53][C:54]([OH:56])=O)(=[O:44])=[O:43])=[C:37]([CH3:57])[CH:36]=1.[N:58]1([CH2:63][CH2:64][O:65][C:66]2([C:72]3[CH:77]=[CH:76][CH:75]=[C:74]([C:78]([F:81])([F:80])[F:79])[CH:73]=3)[CH2:71][CH2:70][NH:69][CH2:68][CH2:67]2)[CH2:62][CH2:61][CH2:60][CH2:59]1. Product: [CH3:33][O:34][C:35]1[CH:36]=[C:37]([CH3:57])[C:38]([S:42]([N:45]2[CH2:50][CH2:49][CH2:48][CH2:47][C@H:46]2[CH2:51][O:52][CH2:53][C:54]([N:69]2[CH2:70][CH2:71][C:66]([O:65][CH2:64][CH2:63][N:58]3[CH2:62][CH2:61][CH2:60][CH2:59]3)([C:72]3[CH:77]=[CH:76][CH:75]=[C:74]([C:78]([F:80])([F:79])[F:81])[CH:73]=3)[CH2:67][CH2:68]2)=[O:56])(=[O:43])=[O:44])=[C:39]([CH3:41])[CH:40]=1. The catalyst class is: 2.